From a dataset of Catalyst prediction with 721,799 reactions and 888 catalyst types from USPTO. Predict which catalyst facilitates the given reaction. (1) Reactant: C(OC(=O)[NH:7][CH:8]1[CH2:17][CH2:16][C:15]2[C:10](=[CH:11][CH:12]=[C:13]([CH2:18][N:19]3[CH2:24][CH2:23][CH2:22][CH2:21][CH2:20]3)[CH:14]=2)[CH2:9]1)(C)(C)C.[C:26]([OH:32])([C:28]([F:31])([F:30])[F:29])=[O:27]. Product: [N:19]1([CH2:18][C:13]2[CH:14]=[C:15]3[C:10](=[CH:11][CH:12]=2)[CH2:9][CH:8]([NH2:7])[CH2:17][CH2:16]3)[CH2:20][CH2:21][CH2:22][CH2:23][CH2:24]1.[C:26]([OH:32])([C:28]([F:31])([F:30])[F:29])=[O:27]. The catalyst class is: 2. (2) Product: [I:1][C:2]1[CH:3]=[CH:4][C:5]([N:8]2[CH2:9][CH2:10][N:11]([S:22]([CH3:21])(=[O:24])=[O:23])[CH2:12][CH2:13]2)=[N:6][CH:7]=1. The catalyst class is: 2. Reactant: [I:1][C:2]1[CH:3]=[CH:4][C:5]([N:8]2[CH2:13][CH2:12][NH:11][CH2:10][CH2:9]2)=[N:6][CH:7]=1.C(N(CC)CC)C.[CH3:21][S:22](Cl)(=[O:24])=[O:23]. (3) Reactant: [CH:1]1([N:13]2[CH2:18][CH2:17][CH:16]([N:19]3[C:29]4[C:24](=[CH:25][CH:26]=[CH:27][CH:28]=4)[C:21]4([CH2:23][O:22]4)[C:20]3=[O:30])[CH2:15][CH2:14]2)[C:11]2=[C:12]3[C:7](=[CH:8][CH:9]=[CH:10]2)[CH:6]=[CH:5][CH:4]=[C:3]3[CH2:2]1.[OH-].[NH4+:32]. Product: [NH2:32][CH2:23][C:21]1([OH:22])[C:24]2[C:29](=[CH:28][CH:27]=[CH:26][CH:25]=2)[N:19]([CH:16]2[CH2:15][CH2:14][N:13]([CH:1]3[C:11]4=[C:12]5[C:7](=[CH:8][CH:9]=[CH:10]4)[CH:6]=[CH:5][CH:4]=[C:3]5[CH2:2]3)[CH2:18][CH2:17]2)[C:20]1=[O:30]. The catalyst class is: 8. (4) Reactant: [Cl:1][C:2]1[C:7]([Cl:8])=[CH:6][CH:5]=[CH:4][C:3]=1[S:9]([NH2:12])(=[O:11])=[O:10].[C:13](=[O:16])([O-])[O-].[Cs+].[Cs+].Cl[C:20]1[C:29](Cl)=[N:28][C:27]2[C:22](=[CH:23][C:24]([Cl:32])=[C:25]([Cl:31])[CH:26]=2)[N:21]=1.Cl. Product: [Cl:1][C:2]1[C:7]([Cl:8])=[CH:6][CH:5]=[CH:4][C:3]=1[S:9]([NH:12][C:29]1[C:20]([O:16][CH3:13])=[N:21][C:22]2[C:27](=[CH:26][C:25]([Cl:31])=[C:24]([Cl:32])[CH:23]=2)[N:28]=1)(=[O:10])=[O:11]. The catalyst class is: 60.